The task is: Predict the product of the given reaction.. This data is from Forward reaction prediction with 1.9M reactions from USPTO patents (1976-2016). (1) Given the reactants Br[C:2]1[C:7]([NH2:8])=[CH:6][CH:5]=[CH:4][N:3]=1.C([O-])([O-])=O.[Na+].[Na+].[Cl:15][C:16]1[CH:17]=[C:18](B(O)O)[CH:19]=[CH:20][CH:21]=1, predict the reaction product. The product is: [Cl:15][C:16]1[CH:21]=[C:20]([C:2]2[C:7]([NH2:8])=[CH:6][CH:5]=[CH:4][N:3]=2)[CH:19]=[CH:18][CH:17]=1. (2) Given the reactants [NH2:1][C:2](=[O:41])[C@@H:3]([NH:7][C:8]([C:10]1([CH2:32][C:33]2[CH:38]=[CH:37][CH:36]=[C:35]([O:39][CH3:40])[CH:34]=2)[CH2:14][CH2:13][CH2:12][N:11]1[C:15]([C@@H:17]1[CH2:21][CH2:20][CH2:19][N:18]1C(OCC1C=CC=CC=1)=O)=[O:16])=[O:9])[C@H:4]([OH:6])[CH3:5], predict the reaction product. The product is: [NH2:1][C:2](=[O:41])[C@@H:3]([NH:7][C:8]([C:10]1([CH2:32][C:33]2[CH:38]=[CH:37][CH:36]=[C:35]([O:39][CH3:40])[CH:34]=2)[CH2:14][CH2:13][CH2:12][N:11]1[C:15]([C@@H:17]1[CH2:21][CH2:20][CH2:19][NH:18]1)=[O:16])=[O:9])[C@H:4]([OH:6])[CH3:5]. (3) Given the reactants [CH2:1]([N:8]1[C:16]2[C:11](=[CH:12][C:13]([NH:17][C:18]3[CH:27]=[CH:26][C:25]([CH3:28])=[CH:24][C:19]=3[C:20]([O:22]C)=[O:21])=[CH:14][CH:15]=2)[CH:10]=[CH:9]1)[C:2]1[CH:7]=[CH:6][CH:5]=[CH:4][CH:3]=1.[OH-].[Na+], predict the reaction product. The product is: [CH2:1]([N:8]1[C:16]2[C:11](=[CH:12][C:13]([NH:17][C:18]3[CH:27]=[CH:26][C:25]([CH3:28])=[CH:24][C:19]=3[C:20]([OH:22])=[O:21])=[CH:14][CH:15]=2)[CH:10]=[CH:9]1)[C:2]1[CH:3]=[CH:4][CH:5]=[CH:6][CH:7]=1.